This data is from Reaction yield outcomes from USPTO patents with 853,638 reactions. The task is: Predict the reaction yield, written as a fraction of the theoretical maximum amount of product (1.0 means a 100% yield; for example, 0.34 means a 34% yield). (1) The reactants are C([NH:4][C:5]1[CH:10]=[CH:9][C:8]([S:11](Cl)(=[O:13])=[O:12])=[CH:7][C:6]=1[Cl:15])(=O)C.[CH3:16][NH:17][CH3:18].Cl.CO. No catalyst specified. The product is [NH2:4][C:5]1[CH:10]=[CH:9][C:8]([S:11]([N:17]([CH3:18])[CH3:16])(=[O:13])=[O:12])=[CH:7][C:6]=1[Cl:15]. The yield is 0.160. (2) The yield is 0.610. The catalyst is O1CCCC1. The reactants are F[C:2]1[CH:7]=[CH:6][C:5]([F:8])=[CH:4][C:3]=1[N+:9]([O-:11])=[O:10].[NH2:12][CH2:13][CH:14]([CH3:19])[C:15]([O:17][CH3:18])=[O:16].C(=O)([O-])[O-].[K+].[K+]. The product is [F:8][C:5]1[CH:6]=[CH:7][C:2]([NH:12][CH2:13][CH:14]([CH3:19])[C:15]([O:17][CH3:18])=[O:16])=[C:3]([N+:9]([O-:11])=[O:10])[CH:4]=1. (3) The reactants are [N+:1]([C:4]1[CH:15]=[CH:14][C:7]2[NH:8][C:9](=[O:13])[CH2:10][CH2:11][CH2:12][C:6]=2[CH:5]=1)([O-:3])=[O:2].[H-].[Na+].[H][H].[CH:20](I)([CH3:22])[CH3:21]. The catalyst is CN(C=O)C.O. The product is [CH:20]([N:8]1[C:9](=[O:13])[CH2:10][CH2:11][CH2:12][C:6]2[CH:5]=[C:4]([N+:1]([O-:3])=[O:2])[CH:15]=[CH:14][C:7]1=2)([CH3:22])[CH3:21]. The yield is 0.790. (4) The yield is 0.650. No catalyst specified. The product is [CH3:1][Si:2]([CH3:30])([CH3:29])[C:3]1[CH:4]=[C:5]([C:6]([NH:8][C:9]2[N:14]=[CH:13][C:12](/[CH:15]=[CH:16]/[C:17]([O:19][CH2:20][CH3:21])=[O:18])=[CH:11][CH:10]=2)=[S:40])[CH:22]=[C:23]([Si:25]([CH3:28])([CH3:27])[CH3:26])[CH:24]=1. The reactants are [CH3:1][Si:2]([CH3:30])([CH3:29])[C:3]1[CH:4]=[C:5]([CH:22]=[C:23]([Si:25]([CH3:28])([CH3:27])[CH3:26])[CH:24]=1)[C:6]([NH:8][C:9]1[N:14]=[CH:13][C:12](/[CH:15]=[CH:16]/[C:17]([O:19][CH2:20][CH3:21])=[O:18])=[CH:11][CH:10]=1)=O.COC1C=CC(P2(SP(C3C=CC(OC)=CC=3)(=S)S2)=[S:40])=CC=1.C[Si](C)(C)C1C=C(C(NC2C=CC(C=CC(OCC)=O)=CC=2)=S)C=C([Si](C)(C)C)C=1.